From a dataset of TCR-epitope binding with 47,182 pairs between 192 epitopes and 23,139 TCRs. Binary Classification. Given a T-cell receptor sequence (or CDR3 region) and an epitope sequence, predict whether binding occurs between them. (1) Result: 0 (the TCR does not bind to the epitope). The epitope is YLKLTDNVYIK. The TCR CDR3 sequence is CASSKENNNRPYEQYF. (2) The epitope is FPPTSFGPL. Result: 1 (the TCR binds to the epitope). The TCR CDR3 sequence is CASSDPLCPTF.